Dataset: Merck oncology drug combination screen with 23,052 pairs across 39 cell lines. Task: Regression. Given two drug SMILES strings and cell line genomic features, predict the synergy score measuring deviation from expected non-interaction effect. (1) Drug 1: NC1(c2ccc(-c3nc4ccn5c(=O)[nH]nc5c4cc3-c3ccccc3)cc2)CCC1. Drug 2: CCC1(O)C(=O)OCc2c1cc1n(c2=O)Cc2cc3c(CN(C)C)c(O)ccc3nc2-1. Cell line: SKMEL30. Synergy scores: synergy=21.9. (2) Drug 1: N.N.O=C(O)C1(C(=O)O)CCC1.[Pt]. Drug 2: O=C(NOCC(O)CO)c1ccc(F)c(F)c1Nc1ccc(I)cc1F. Cell line: NCIH23. Synergy scores: synergy=3.35. (3) Drug 1: COc1cc(C2c3cc4c(cc3C(OC3OC5COC(C)OC5C(O)C3O)C3COC(=O)C23)OCO4)cc(OC)c1O. Drug 2: CS(=O)(=O)CCNCc1ccc(-c2ccc3ncnc(Nc4ccc(OCc5cccc(F)c5)c(Cl)c4)c3c2)o1. Cell line: VCAP. Synergy scores: synergy=18.9. (4) Drug 1: Cn1nnc2c(C(N)=O)ncn2c1=O. Drug 2: NC(=O)c1cccc2cn(-c3ccc(C4CCCNC4)cc3)nc12. Cell line: LOVO. Synergy scores: synergy=69.5. (5) Drug 1: CS(=O)(=O)CCNCc1ccc(-c2ccc3ncnc(Nc4ccc(OCc5cccc(F)c5)c(Cl)c4)c3c2)o1. Drug 2: CCC1(O)C(=O)OCc2c1cc1n(c2=O)Cc2cc3c(CN(C)C)c(O)ccc3nc2-1. Cell line: RPMI7951. Synergy scores: synergy=9.19. (6) Drug 1: C=CCn1c(=O)c2cnc(Nc3ccc(N4CCN(C)CC4)cc3)nc2n1-c1cccc(C(C)(C)O)n1. Drug 2: NC(=O)c1cccc2cn(-c3ccc(C4CCCNC4)cc3)nc12. Cell line: SKMEL30. Synergy scores: synergy=13.8. (7) Drug 1: COC1=C2CC(C)CC(OC)C(O)C(C)C=C(C)C(OC(N)=O)C(OC)C=CC=C(C)C(=O)NC(=CC1=O)C2=O. Drug 2: CNC(=O)c1cc(Oc2ccc(NC(=O)Nc3ccc(Cl)c(C(F)(F)F)c3)cc2)ccn1. Cell line: A2058. Synergy scores: synergy=8.81. (8) Drug 1: C#Cc1cccc(Nc2ncnc3cc(OCCOC)c(OCCOC)cc23)c1. Drug 2: Cc1nc(Nc2ncc(C(=O)Nc3c(C)cccc3Cl)s2)cc(N2CCN(CCO)CC2)n1. Cell line: OV90. Synergy scores: synergy=15.2. (9) Drug 1: C#Cc1cccc(Nc2ncnc3cc(OCCOC)c(OCCOC)cc23)c1. Drug 2: O=C(NOCC(O)CO)c1ccc(F)c(F)c1Nc1ccc(I)cc1F. Cell line: NCIH460. Synergy scores: synergy=17.7. (10) Drug 1: Cn1nnc2c(C(N)=O)ncn2c1=O. Drug 2: NC1(c2ccc(-c3nc4ccn5c(=O)[nH]nc5c4cc3-c3ccccc3)cc2)CCC1. Cell line: HT144. Synergy scores: synergy=0.247.